Task: Predict the product of the given reaction.. Dataset: Forward reaction prediction with 1.9M reactions from USPTO patents (1976-2016) (1) Given the reactants [CH3:1][CH:2]([OH:6])[CH2:3][CH2:4][CH3:5].F[C:8]1[CH:13]=[CH:12][CH:11]=[CH:10][C:9]=1[N+:14]([O-:16])=[O:15].[CH3:17][CH:18]([O:22][C:23]1[CH:29]=[CH:28][CH:27]=[CH:26][C:24]=1[NH2:25])[CH2:19][CH2:20][CH3:21].[NH2:30][C:31]1[S:32][CH:33]=[CH:34][N:35]=1, predict the reaction product. The product is: [CH3:1][CH:2]([O:6][C:8]1[CH:13]=[CH:12][CH:11]=[CH:10][C:9]=1[N+:14]([O-:16])=[O:15])[CH2:3][CH2:4][CH3:5].[CH3:17][CH:18]([O:22][C:23]1[CH:29]=[CH:28][CH:27]=[CH:26][C:24]=1[NH:25][C:2]([NH:30][C:31]1[S:32][CH:33]=[CH:34][N:35]=1)=[O:6])[CH2:19][CH2:20][CH3:21]. (2) Given the reactants [C:1]([O:5][C:6]1[CH:28]=[CH:27][C:9]([O:10][CH2:11][CH2:12][N:13]2[C:21]3[CH:20]=[CH:19][N:18]=[C:17](Cl)[C:16]=3[CH:15]=[C:14]2[C:23]([O:25][CH3:26])=[O:24])=[CH:8][CH:7]=1)([CH3:4])([CH3:3])[CH3:2].[CH2:29]([O:31][C:32]1[CH:33]=[C:34](B(O)O)[CH:35]=[CH:36][CH:37]=1)[CH3:30].[F-].[K+], predict the reaction product. The product is: [C:1]([O:5][C:6]1[CH:28]=[CH:27][C:9]([O:10][CH2:11][CH2:12][N:13]2[C:21]3[CH:20]=[CH:19][N:18]=[C:17]([C:36]4[CH:35]=[CH:34][CH:33]=[C:32]([O:31][CH2:29][CH3:30])[CH:37]=4)[C:16]=3[CH:15]=[C:14]2[C:23]([O:25][CH3:26])=[O:24])=[CH:8][CH:7]=1)([CH3:4])([CH3:3])[CH3:2]. (3) The product is: [Cl:5][C:6]1[C:11]([CH2:12][C:13]([O:15][CH3:1])=[O:14])=[CH:10][CH:9]=[CH:8][N:7]=1. Given the reactants [C:1](Cl)(=O)C.[Cl:5][C:6]1[C:11]([CH2:12][C:13]([OH:15])=[O:14])=[CH:10][CH:9]=[CH:8][N:7]=1, predict the reaction product. (4) Given the reactants [Cl:1][C:2]1[C:11]2[C:6](=[CH:7][CH:8]=[CH:9][C:10]=2[O:12][CH:13]2[CH2:18][CH2:17][N:16]([CH3:19])[CH2:15][CH2:14]2)[N:5]=[CH:4][N:3]=1.[F:20][C:21]1[CH:22]=[C:23]([CH:25]=[CH:26][C:27]=1[OH:28])[NH2:24], predict the reaction product. The product is: [ClH:1].[F:20][C:21]1[CH:22]=[C:23]([CH:25]=[CH:26][C:27]=1[OH:28])[NH:24][C:2]1[C:11]2[C:6](=[CH:7][CH:8]=[CH:9][C:10]=2[O:12][CH:13]2[CH2:18][CH2:17][N:16]([CH3:19])[CH2:15][CH2:14]2)[N:5]=[CH:4][N:3]=1.